From a dataset of Catalyst prediction with 721,799 reactions and 888 catalyst types from USPTO. Predict which catalyst facilitates the given reaction. (1) Reactant: [CH3:1][C:2]1[C:18]([S:19]([CH3:22])(=[O:21])=[O:20])=[C:17]([C:23]([F:26])([F:25])[F:24])[CH:16]=[CH:15][C:3]=1[C:4]([NH:6][C:7]1[N:11]([CH2:12][CH2:13][CH3:14])[N:10]=[N:9][N:8]=1)=O.COC1C=CC(P2(SP(C3C=CC(OC)=CC=3)(=S)S2)=[S:36])=CC=1.O. Product: [CH3:1][C:2]1[C:18]([S:19]([CH3:22])(=[O:21])=[O:20])=[C:17]([C:23]([F:26])([F:25])[F:24])[CH:16]=[CH:15][C:3]=1[C:4]([NH:6][C:7]1[N:11]([CH2:12][CH2:13][CH3:14])[N:10]=[N:9][N:8]=1)=[S:36]. The catalyst class is: 12. (2) Product: [CH3:1]/[CH:2]=[CH:3]/[CH:4]1[CH2:49][C@H:48]([OH:50])[C@H:6]([OH:66])[CH2:5]1. The catalyst class is: 6. Reactant: [CH3:1][CH2:2][CH2:3][CH2:4][CH2:5][CH2:6]CN1C(C)=CS/C/1=C/C1SC=C(C)[N+]=1[CH2:1][CH2:2][CH2:3][CH2:4][CH2:5][CH2:6]C.[I-].[OH-].[Na+].C(ON(O[C:48](=[O:50])[CH3:49])CCN(OC(=O)C)OC(=O)C)(=O)C.[Na].[Na].[Na].[Na].C=CC1C=CC=CC=1.C(O)(=[O:66])C=C.CC(C(C(C(S)(C)C)(C)C)(C)C)C.C=CC=C.S(OOS([O-])(=O)=O)([O-])(=O)=O.[NH4+].[NH4+].[NH4+].[OH-]. (3) Reactant: [O:1]=[C:2]1[CH:7]=[CH:6][CH:5]=[CH:4][N:3]1[CH:8]([C:10]1[CH:18]=[CH:17][C:13]([C:14]([OH:16])=O)=[CH:12][CH:11]=1)[CH3:9].CN(C(ON1N=NC2C=CC=NC1=2)=[N+](C)C)C.F[P-](F)(F)(F)(F)F.C(N(CC)CC)C.[NH2:50][CH2:51][C:52]1[C:53]([OH:60])=[N:54][C:55]([CH3:59])=[CH:56][C:57]=1[CH3:58]. Product: [OH:60][C:53]1[C:52]([CH2:51][NH:50][C:14](=[O:16])[C:13]2[CH:12]=[CH:11][C:10]([CH:8]([N:3]3[CH:4]=[CH:5][CH:6]=[CH:7][C:2]3=[O:1])[CH3:9])=[CH:18][CH:17]=2)=[C:57]([CH3:58])[CH:56]=[C:55]([CH3:59])[N:54]=1. The catalyst class is: 4. (4) Reactant: [CH2:1]([O:8][C:9]1[CH:16]=[CH:15][C:12]([CH:13]=[O:14])=[C:11]([F:17])[CH:10]=1)[C:2]1[CH:7]=[CH:6][CH:5]=[CH:4][CH:3]=1.[BH4-].[Na+]. Product: [CH2:1]([O:8][C:9]1[CH:16]=[CH:15][C:12]([CH2:13][OH:14])=[C:11]([F:17])[CH:10]=1)[C:2]1[CH:3]=[CH:4][CH:5]=[CH:6][CH:7]=1. The catalyst class is: 138. (5) Reactant: C([O:8][C:9]1[CH:14]=[CH:13][N:12]([C:15]2[CH:16]=[CH:17][C:18]3[C:19]4[CH2:28][N:27]([C:29]([O:31][C:32]([CH3:35])([CH3:34])[CH3:33])=[O:30])[CH2:26][CH2:25][C:20]=4[N:21]([CH3:24])[C:22]=3[CH:23]=2)[C:11](=[O:36])[CH:10]=1)C1C=CC=CC=1.C([O-])=O.[NH4+]. Product: [OH:8][C:9]1[CH:14]=[CH:13][N:12]([C:15]2[CH:16]=[CH:17][C:18]3[C:19]4[CH2:28][N:27]([C:29]([O:31][C:32]([CH3:34])([CH3:33])[CH3:35])=[O:30])[CH2:26][CH2:25][C:20]=4[N:21]([CH3:24])[C:22]=3[CH:23]=2)[C:11](=[O:36])[CH:10]=1. The catalyst class is: 19. (6) Product: [C:1]([C:7]1[CH:8]=[CH:9][C:10]([O:15][CH3:16])=[C:11]([CH:14]=1)[C:12]([OH:19])=[O:13])(=[O:6])[C:2]([CH3:5])([CH3:4])[CH3:3]. Reactant: [C:1]([C:7]1[CH:8]=[CH:9][C:10]([O:15][CH3:16])=[C:11]([CH:14]=1)[CH2:12][OH:13])(=[O:6])[C:2]([CH3:5])([CH3:4])[CH3:3].[OH-].[K+].[O-:19][Mn](=O)(=O)=O.[K+]. The catalyst class is: 12. (7) Reactant: [H-].[Na+].Cl.[NH2:4][C:5]([NH2:7])=[NH:6].[C:8]([O:12][C:13](=[O:30])[CH2:14][NH:15][C:16]([C:18]1[CH:27]=[C:26]2[C:21]([C:22]([Cl:29])=[CH:23][N:24]=[C:25]2Cl)=[CH:20][CH:19]=1)=[O:17])([CH3:11])([CH3:10])[CH3:9].O. Product: [C:8]([O:12][C:13](=[O:30])[CH2:14][NH:15][C:16]([C:18]1[CH:27]=[C:26]2[C:21]([C:22]([Cl:29])=[CH:23][N:24]=[C:25]2[NH:6][C:5]([NH2:7])=[NH:4])=[CH:20][CH:19]=1)=[O:17])([CH3:11])([CH3:9])[CH3:10]. The catalyst class is: 16.